From a dataset of Reaction yield outcomes from USPTO patents with 853,638 reactions. Predict the reaction yield, written as a fraction of the theoretical maximum amount of product (1.0 means a 100% yield; for example, 0.34 means a 34% yield). (1) The reactants are [Cl:1][C:2]1[CH:3]=[C:4]([C:26]([O:28]C)=[O:27])[C:5]([CH3:25])=[C:6]([CH:24]=1)[O:7][CH:8]1[CH2:13][CH2:12][N:11]([C:14]([O:16][CH2:17][C:18]2[CH:23]=[CH:22][CH:21]=[CH:20][CH:19]=2)=[O:15])[CH2:10][CH2:9]1.[OH-].[Na+].Cl. The catalyst is O1CCCC1.CO.O. The product is [CH2:17]([O:16][C:14]([N:11]1[CH2:10][CH2:9][CH:8]([O:7][C:6]2[C:5]([CH3:25])=[C:4]([CH:3]=[C:2]([Cl:1])[CH:24]=2)[C:26]([OH:28])=[O:27])[CH2:13][CH2:12]1)=[O:15])[C:18]1[CH:19]=[CH:20][CH:21]=[CH:22][CH:23]=1. The yield is 0.750. (2) The product is [NH2:1][C:2]1[C:7]([C:8]2[N:17]([C:18]3[CH:23]=[CH:22][C:21]([C:24]4([NH:28][C:29](=[O:35])[O:30][C:31]([CH3:34])([CH3:33])[CH3:32])[CH2:27][CH2:26][CH2:25]4)=[CH:20][CH:19]=3)[C:11]3=[N:12][C:13]([C:44]4[CH:49]=[CH:48][CH:47]=[C:46]([NH:50][CH2:51][CH2:52][OH:53])[CH:45]=4)=[CH:14][CH:15]=[C:10]3[N:9]=2)=[CH:6][CH:5]=[CH:4][N:3]=1. The yield is 0.865. The catalyst is CN(C=O)C.CCOC(C)=O.CC(P(C(C)(C)C)C1C=CC(N(C)C)=CC=1)(C)C.CC(P(C(C)(C)C)C1C=CC(N(C)C)=CC=1)(C)C.Cl[Pd]Cl. The reactants are [NH2:1][C:2]1[C:7]([C:8]2[N:17]([C:18]3[CH:23]=[CH:22][C:21]([C:24]4([NH:28][C:29](=[O:35])[O:30][C:31]([CH3:34])([CH3:33])[CH3:32])[CH2:27][CH2:26][CH2:25]4)=[CH:20][CH:19]=3)[C:11]3=[N:12][C:13](Cl)=[CH:14][CH:15]=[C:10]3[N:9]=2)=[CH:6][CH:5]=[CH:4][N:3]=1.CC1(C)C(C)(C)OB([C:44]2[CH:45]=[C:46]([NH:50][CH2:51][CH2:52][OH:53])[CH:47]=[CH:48][CH:49]=2)O1.[OH-].[Na+]. (3) The reactants are [OH:1][CH2:2][C:3]([OH:5])=O.C1C=CC2N(O)N=NC=2C=1.C(Cl)CCl.CCN(C(C)C)C(C)C.Cl.[NH2:30][C@@H:31]1[C:39]2[C:34](=[C:35]([C:40]3[S:44][C:43]([C:45]4[CH:46]=[CH:47][C:48]([O:53][CH:54]([CH3:56])[CH3:55])=[C:49]([CH:52]=4)[C:50]#[N:51])=[N:42][N:41]=3)[CH:36]=[CH:37][CH:38]=2)[CH2:33][CH2:32]1. The catalyst is CN(C=O)C. The product is [C:50]([C:49]1[CH:52]=[C:45]([C:43]2[S:44][C:40]([C:35]3[CH:36]=[CH:37][CH:38]=[C:39]4[C:34]=3[CH2:33][CH2:32][C@@H:31]4[NH:30][C:3](=[O:5])[CH2:2][OH:1])=[N:41][N:42]=2)[CH:46]=[CH:47][C:48]=1[O:53][CH:54]([CH3:56])[CH3:55])#[N:51]. The yield is 0.500. (4) The catalyst is C(Cl)Cl. The yield is 0.160. The reactants are [OH:1][C:2]1[CH:7]=[CH:6][C:5]([C:8]2[CH:13]=[CH:12][C:11]([S:14]([NH:17][CH:18]([CH:22]([CH3:24])[CH3:23])[C:19]([OH:21])=[O:20])(=[O:16])=[O:15])=[CH:10][CH:9]=2)=[CH:4][CH:3]=1.C(OCC)C.[N-:30]=[C:31]=[O:32].[O:33]1[C:37]2[CH:38]=[CH:39][CH:40]=[CH:41][C:36]=2[CH:35]=[CH:34]1.C(N(CC)CC)C. The product is [O:33]1[C:37]2[CH:38]=[CH:39][CH:40]=[CH:41][C:36]=2[CH:35]=[C:34]1[NH:30][C:31]([O:1][C:2]1[CH:7]=[CH:6][C:5]([C:8]2[CH:9]=[CH:10][C:11]([S:14]([NH:17][C@@H:18]([C:19]([OH:21])=[O:20])[CH:22]([CH3:24])[CH3:23])(=[O:16])=[O:15])=[CH:12][CH:13]=2)=[CH:4][CH:3]=1)=[O:32]. (5) The reactants are Cl[C:2]1[N:7]=[CH:6][N:5]=[C:4]2[C:8]3[C:9](=[N:11][C:12]([N:21]([CH2:23][C:24]4[CH:29]=[CH:28][CH:27]=[CH:26][CH:25]=4)[CH3:22])=[C:13]4[CH2:18][O:17][C:16]([CH3:20])([CH3:19])[CH2:15][C:14]=34)[O:10][C:3]=12.[N:30]1([CH2:36][CH2:37][NH2:38])[CH2:35][CH2:34][O:33][CH2:32][CH2:31]1. The catalyst is C(O)C. The product is [CH2:23]([N:21]([CH3:22])[C:12]1[C:13]2[CH2:18][O:17][C:16]([CH3:20])([CH3:19])[CH2:15][C:14]=2[C:8]2[C:4]3=[N:5][CH:6]=[N:7][C:2]([NH:38][CH2:37][CH2:36][N:30]4[CH2:35][CH2:34][O:33][CH2:32][CH2:31]4)=[C:3]3[O:10][C:9]=2[N:11]=1)[C:24]1[CH:29]=[CH:28][CH:27]=[CH:26][CH:25]=1. The yield is 0.640. (6) The reactants are ClC(Cl)(Cl)[C:3]([C:5]1[C:13]2[C:8](=[N:9][CH:10]=[CH:11][CH:12]=2)[NH:7][CH:6]=1)=[O:4].CN(C=O)C.[NH2:21][NH2:22]. The catalyst is CO.C(Cl)Cl. The product is [NH:7]1[C:8]2=[N:9][CH:10]=[CH:11][CH:12]=[C:13]2[C:5]([C:3]([NH:21][NH2:22])=[O:4])=[CH:6]1. The yield is 0.500.